This data is from Forward reaction prediction with 1.9M reactions from USPTO patents (1976-2016). The task is: Predict the product of the given reaction. (1) Given the reactants S(Cl)(Cl)=[O:2].[OH:5][C:6]1[CH:13]=[CH:12][C:9]([CH:10]=[O:11])=[CH:8][CH:7]=1.[N:14]1[CH:19]=[CH:18][CH:17]=[CH:16][CH:15]=1.[C:20]([OH:26])(=[O:25])[CH2:21][C:22](O)=O.N1CCCC1.[C:32]1(C)[CH:37]=[CH:36][CH:35]=[CH:34][CH:33]=1, predict the reaction product. The product is: [C:19]([CH2:18][CH2:17][CH2:16][CH2:15][O:5][C:6]1[CH:13]=[CH:12][C:9]([C:10]([O:2][C:32]2[CH:37]=[CH:36][C:35](/[CH:22]=[CH:21]/[C:20]([OH:26])=[O:25])=[CH:34][CH:33]=2)=[O:11])=[CH:8][CH:7]=1)#[N:14]. (2) Given the reactants [CH3:1][C:2]1[CH:7]=[CH:6][C:5]([NH:8][C:9](=[O:18])[O:10][CH2:11][C:12]2[CH:17]=[CH:16][CH:15]=[CH:14][CH:13]=2)=[CH:4][C:3]=1[O:19][C:20]1[CH:25]=[CH:24][C:23]([N+:26]([O-])=O)=[CH:22][N:21]=1.CN1CCCC1=O.Cl, predict the reaction product. The product is: [NH2:26][C:23]1[CH:24]=[CH:25][C:20]([O:19][C:3]2[CH:4]=[C:5]([NH:8][C:9](=[O:18])[O:10][CH2:11][C:12]3[CH:13]=[CH:14][CH:15]=[CH:16][CH:17]=3)[CH:6]=[CH:7][C:2]=2[CH3:1])=[N:21][CH:22]=1. (3) Given the reactants Cl.[NH2:2][C:3]1[C:11]([OH:12])=[C:10]2[C:6]([CH2:7][CH2:8][CH:9]2[CH2:13][CH2:14][NH:15][C:16](=[O:18])[CH3:17])=[CH:5][CH:4]=1.[CH2:19]([N:21]([CH2:24]C)[CH2:22]C)C.C(=O)([O-])O.[Na+], predict the reaction product. The product is: [CH3:19][N:21]([CH3:24])[C:22]1[O:12][C:11]2[C:10]3[CH:9]([CH2:13][CH2:14][NH:15][C:16](=[O:18])[CH3:17])[CH2:8][CH2:7][C:6]=3[CH:5]=[CH:4][C:3]=2[N:2]=1. (4) The product is: [S:5]1[CH:9]=[CH:8][C:7]([CH2:10][CH:11]([OH:12])[CH2:1][CH3:2])=[CH:6]1. Given the reactants [CH2:1]([Mg]Br)[CH3:2].[S:5]1[CH:9]=[CH:8][C:7]([CH2:10][CH:11]=[O:12])=[CH:6]1.[Cl-].[NH4+], predict the reaction product. (5) Given the reactants C([O:8][CH:9]1[CH2:14][CH2:13][CH:12]([O:15][CH2:16][CH:17]([C:26]2[CH:31]=[CH:30][CH:29]=[CH:28][CH:27]=2)[O:18][Si:19]([C:22]([CH3:25])([CH3:24])[CH3:23])([CH3:21])[CH3:20])[CH:11]([F:32])[CH2:10]1)C1C=CC=CC=1.[H][H], predict the reaction product. The product is: [Si:19]([O:18][CH:17]([C:26]1[CH:27]=[CH:28][CH:29]=[CH:30][CH:31]=1)[CH2:16][O:15][CH:12]1[CH2:13][CH2:14][CH:9]([OH:8])[CH2:10][CH:11]1[F:32])([C:22]([CH3:25])([CH3:24])[CH3:23])([CH3:21])[CH3:20].